Dataset: TCR-epitope binding with 47,182 pairs between 192 epitopes and 23,139 TCRs. Task: Binary Classification. Given a T-cell receptor sequence (or CDR3 region) and an epitope sequence, predict whether binding occurs between them. (1) The epitope is LPRRSGAAGA. The TCR CDR3 sequence is CASSQGAGQAYEQYF. Result: 1 (the TCR binds to the epitope). (2) The epitope is KLGGALQAK. The TCR CDR3 sequence is CASSVQGATEAFF. Result: 1 (the TCR binds to the epitope). (3) The epitope is GTSGSPIVNR. The TCR CDR3 sequence is CASSLDVGEQYF. Result: 0 (the TCR does not bind to the epitope). (4) The epitope is GLIYNRMGAVTTEV. The TCR CDR3 sequence is CASSSMGPTPGDTQYF. Result: 1 (the TCR binds to the epitope). (5) The epitope is GTSGSPIINR. The TCR CDR3 sequence is CASSPTGGGYEQYF. Result: 1 (the TCR binds to the epitope). (6) The epitope is VTEHDTLLY. The TCR CDR3 sequence is CASSFSNQPQHF. Result: 0 (the TCR does not bind to the epitope). (7) The epitope is KLPDDFTGCV. The TCR CDR3 sequence is CASSPTQGPGELFF. Result: 0 (the TCR does not bind to the epitope). (8) The epitope is KLGGALQAK. The TCR CDR3 sequence is CASSYSYGYTF. Result: 1 (the TCR binds to the epitope). (9) The epitope is LLQTGIHVRVSQPSL. The TCR CDR3 sequence is CASSLAPLDSQPQHF. Result: 1 (the TCR binds to the epitope). (10) The epitope is EEHVQIHTI. The TCR CDR3 sequence is CASSLELGSYNEQFF. Result: 0 (the TCR does not bind to the epitope).